Dataset: Forward reaction prediction with 1.9M reactions from USPTO patents (1976-2016). Task: Predict the product of the given reaction. (1) Given the reactants [NH:1]1[CH2:5][CH2:4][CH2:3][CH2:2]1.[C:6]([C:10]1[O:14][N:13]=[C:12]([NH:15][C:16]([C@@H:18]2[CH2:23][CH2:22][CH2:21][CH2:20][N:19]2[C:24](=[O:27])[CH2:25]Cl)=[O:17])[CH:11]=1)([CH3:9])([CH3:8])[CH3:7], predict the reaction product. The product is: [C:6]([C:10]1[O:14][N:13]=[C:12]([NH:15][C:16]([C@@H:18]2[CH2:23][CH2:22][CH2:21][CH2:20][N:19]2[C:24](=[O:27])[CH2:25][N:1]2[CH2:5][CH2:4][CH2:3][CH2:2]2)=[O:17])[CH:11]=1)([CH3:9])([CH3:7])[CH3:8]. (2) Given the reactants [C:1]([C:3]1[C:8]([NH2:9])=[CH:7][CH:6]=[C:5]([Cl:10])[N:4]=1)#[N:2].Cl.[N:12]([O-])=O.[Na+].[NH2:16][C:17]1[CH:22]=[CH:21][CH:20]=[CH:19][CH:18]=1, predict the reaction product. The product is: [C:17]1([N:16]=[N:12][NH:9][C:8]2[C:3]([C:1]#[N:2])=[N:4][C:5]([Cl:10])=[CH:6][CH:7]=2)[CH:22]=[CH:21][CH:20]=[CH:19][CH:18]=1.